From a dataset of Full USPTO retrosynthesis dataset with 1.9M reactions from patents (1976-2016). Predict the reactants needed to synthesize the given product. (1) Given the product [Cl:37][C:21]1[CH:22]=[C:23]([F:36])[C:24]([NH:26][C:27]([NH:29][C:30]2[CH:31]=[CH:32][CH:33]=[CH:34][CH:35]=2)=[O:28])=[CH:25][C:20]=1[C:12]1[C:13](=[O:19])[N:14]([CH2:17][CH3:18])[C:15]2[C:10]([CH:11]=1)=[CH:9][N:8]=[C:7]([NH:6][C:47](=[O:48])[CH2:46][O:45][CH3:44])[CH:16]=2, predict the reactants needed to synthesize it. The reactants are: CS(O)(=O)=O.[NH2:6][C:7]1[CH:16]=[C:15]2[C:10]([CH:11]=[C:12]([C:20]3[C:21]([Cl:37])=[CH:22][C:23]([F:36])=[C:24]([NH:26][C:27]([NH:29][C:30]4[CH:35]=[CH:34][CH:33]=[CH:32][CH:31]=4)=[O:28])[CH:25]=3)[C:13](=[O:19])[N:14]2[CH2:17][CH3:18])=[CH:9][N:8]=1.N1C=CC=CC=1.[CH3:44][O:45][CH2:46][C:47](Cl)=[O:48].CCOC(C)=O. (2) Given the product [Cl:3][C:4]1[CH:5]=[C:6]([CH:7]=[CH:8][C:9]=1[F:10])[O:11][CH2:13][C:14]([OH:16])=[O:15], predict the reactants needed to synthesize it. The reactants are: [OH-].[K+].[Cl:3][C:4]1[CH:5]=[C:6]([OH:11])[CH:7]=[CH:8][C:9]=1[F:10].Br[CH2:13][C:14]([O:16]C)=[O:15].O. (3) Given the product [S:1]([C:5]1[CH:10]=[CH:9][C:8]([NH2:11])=[CH:7][N:6]=1)(=[O:4])(=[O:3])[NH2:2], predict the reactants needed to synthesize it. The reactants are: [S:1]([C:5]1[CH:10]=[CH:9][C:8]([NH:11]C(=O)C)=[CH:7][N:6]=1)(=[O:4])(=[O:3])[NH2:2].